From a dataset of Forward reaction prediction with 1.9M reactions from USPTO patents (1976-2016). Predict the product of the given reaction. (1) Given the reactants [Br-:1].[K+].BrBr.[F:5][C:6]1[CH:13]=[CH:12][C:9]([CH:10]=[O:11])=[CH:8][C:7]=1[O:14][CH3:15], predict the reaction product. The product is: [Br:1][C:12]1[CH:13]=[C:6]([F:5])[C:7]([O:14][CH3:15])=[CH:8][C:9]=1[CH:10]=[O:11]. (2) Given the reactants [Br:1][C:2]1[CH:3]=[N:4][CH:5]=[C:6]([CH:10]=1)[C:7](O)=[O:8].S(Cl)([Cl:13])=O, predict the reaction product. The product is: [ClH:13].[Br:1][C:2]1[CH:3]=[N:4][CH:5]=[C:6]([CH:10]=1)[C:7]([Cl:13])=[O:8]. (3) The product is: [F:1][C:2]1[CH:24]=[CH:23][CH:22]=[CH:21][C:3]=1[O:4][C:5]1[C:18](=[O:19])[N:17]([CH3:20])[C:8]2[N:9]=[C:10]([NH:31][CH2:30][C:27]3[CH:28]=[CH:29][O:25][CH:26]=3)[N:11]=[CH:12][C:7]=2[CH:6]=1. Given the reactants [F:1][C:2]1[CH:24]=[CH:23][CH:22]=[CH:21][C:3]=1[O:4][C:5]1[C:18](=[O:19])[N:17]([CH3:20])[C:8]2[N:9]=[C:10](S(C)(=O)=O)[N:11]=[CH:12][C:7]=2[CH:6]=1.[O:25]1[CH:29]=[CH:28][C:27]([CH2:30][NH2:31])=[CH:26]1, predict the reaction product. (4) Given the reactants [CH3:1][O:2][C:3]1[CH:8]=[C:7]([C:9]2[CH:10]=[N:11][N:12]([CH3:14])[CH:13]=2)[CH:6]=[CH:5][C:4]=1[NH:15][CH:16]=O.C[Si](C)(C)[N-][Si](C)(C)C.[Na+].[Cl:28][C:29]1[C:34]2[N:35]=C(S(C)(=O)=O)[N:37]=[CH:38][C:33]=2[CH:32]=[C:31]([CH:43]2[CH2:45][CH2:44]2)[N:30]=1.[OH-].[Na+], predict the reaction product. The product is: [Cl:28][C:29]1[C:34]2[N:35]=[C:16]([NH:15][C:4]3[CH:5]=[CH:6][C:7]([C:9]4[CH:10]=[N:11][N:12]([CH3:14])[CH:13]=4)=[CH:8][C:3]=3[O:2][CH3:1])[N:37]=[CH:38][C:33]=2[CH:32]=[C:31]([CH:43]2[CH2:44][CH2:45]2)[N:30]=1.